This data is from Experimental lipophilicity measurements (octanol/water distribution) for 4,200 compounds from AstraZeneca. The task is: Regression/Classification. Given a drug SMILES string, predict its absorption, distribution, metabolism, or excretion properties. Task type varies by dataset: regression for continuous measurements (e.g., permeability, clearance, half-life) or binary classification for categorical outcomes (e.g., BBB penetration, CYP inhibition). For this dataset (lipophilicity_astrazeneca), we predict Y. The molecule is CC(C)CNCc1ccc(-c2ccccc2S(=O)(=O)N2CCCC2)cc1. The Y is 1.90 logD.